From a dataset of Peptide-MHC class II binding affinity with 134,281 pairs from IEDB. Regression. Given a peptide amino acid sequence and an MHC pseudo amino acid sequence, predict their binding affinity value. This is MHC class II binding data. (1) The peptide sequence is GELQIVDKIDAAFHI. The MHC is DRB1_1501 with pseudo-sequence DRB1_1501. The binding affinity (normalized) is 0.403. (2) The peptide sequence is FAVVDLNKMRAVWVD. The MHC is DRB4_0101 with pseudo-sequence DRB4_0103. The binding affinity (normalized) is 0.527. (3) The peptide sequence is TAKAPGLVPKLDAAY. The MHC is DRB5_0101 with pseudo-sequence DRB5_0101. The binding affinity (normalized) is 0.425. (4) The peptide sequence is REYPTIKQKKPDFIL. The MHC is DRB1_0404 with pseudo-sequence DRB1_0404. The binding affinity (normalized) is 0.291. (5) The peptide sequence is RLNDTWKLERAVLGEVK. The MHC is DRB3_0101 with pseudo-sequence DRB3_0101. The binding affinity (normalized) is 0.102. (6) The peptide sequence is AGFKGDQGPKGEP. The MHC is DRB1_0401 with pseudo-sequence DRB1_0401. The binding affinity (normalized) is 0.288.